Dataset: Peptide-MHC class I binding affinity with 185,985 pairs from IEDB/IMGT. Task: Regression. Given a peptide amino acid sequence and an MHC pseudo amino acid sequence, predict their binding affinity value. This is MHC class I binding data. (1) The peptide sequence is TTIEDILPK. The MHC is HLA-B58:01 with pseudo-sequence HLA-B58:01. The binding affinity (normalized) is 0.0847. (2) The peptide sequence is GKLDPTNTL. The MHC is HLA-A31:01 with pseudo-sequence HLA-A31:01. The binding affinity (normalized) is 0.0847. (3) The peptide sequence is EIKQGRVNK. The MHC is HLA-A68:01 with pseudo-sequence HLA-A68:01. The binding affinity (normalized) is 0.586. (4) The peptide sequence is TPIGLAPTD. The MHC is Mamu-A2201 with pseudo-sequence Mamu-A2201. The binding affinity (normalized) is 0. (5) The peptide sequence is LLENKSLTIL. The MHC is HLA-A02:03 with pseudo-sequence HLA-A02:03. The binding affinity (normalized) is 0.418. (6) The binding affinity (normalized) is 0.518. The MHC is HLA-B45:01 with pseudo-sequence HLA-B45:01. The peptide sequence is KETSYTTTI. (7) The peptide sequence is CHFIKKDYL. The MHC is Mamu-B17 with pseudo-sequence Mamu-B17. The binding affinity (normalized) is 0.415.